Predict the reactants needed to synthesize the given product. From a dataset of Full USPTO retrosynthesis dataset with 1.9M reactions from patents (1976-2016). Given the product [C:1]([O:5][C:6]([NH:8][C@H:9]([C:13]1[CH:18]=[C:17]([C:19]2[CH:27]=[CH:26][C:25]([NH:28][C:29](=[O:30])[O:31][CH3:32])=[CH:24][C:20]=2[C:21](=[O:23])[NH:36][CH2:33][CH:34]=[CH2:35])[CH:16]=[CH:15][N:14]=1)[CH2:10][CH:11]=[CH2:12])=[O:7])([CH3:4])([CH3:3])[CH3:2], predict the reactants needed to synthesize it. The reactants are: [C:1]([O:5][C:6]([NH:8][C@H:9]([C:13]1[CH:18]=[C:17]([C:19]2[CH:27]=[CH:26][C:25]([NH:28][C:29]([O:31][CH3:32])=[O:30])=[CH:24][C:20]=2[C:21]([OH:23])=O)[CH:16]=[CH:15][N:14]=1)[CH2:10][CH:11]=[CH2:12])=[O:7])([CH3:4])([CH3:3])[CH3:2].[CH2:33]([NH2:36])[CH:34]=[CH2:35].C(Cl)CCl.C1C=CC2N(O)N=NC=2C=1.